Dataset: Reaction yield outcomes from USPTO patents with 853,638 reactions. Task: Predict the reaction yield, written as a fraction of the theoretical maximum amount of product (1.0 means a 100% yield; for example, 0.34 means a 34% yield). (1) The reactants are C[O:2][C:3]([C:5]1[CH:6]=[C:7]([C:11]2[CH:16]=[CH:15][C:14]([O:17][CH3:18])=[CH:13][C:12]=2[O:19][CH3:20])[CH:8]=[CH:9][CH:10]=1)=[O:4].[Li+].[OH-].Cl. The catalyst is CC#N. The product is [CH3:20][O:19][C:12]1[CH:13]=[C:14]([O:17][CH3:18])[CH:15]=[CH:16][C:11]=1[C:7]1[CH:8]=[CH:9][CH:10]=[C:5]([C:3]([OH:4])=[O:2])[CH:6]=1. The yield is 0.930. (2) The product is [OH:8][C:9]1[CH:10]=[C:11]2[C:16](=[CH:17][CH:18]=1)[CH:15]([C:19]1[CH:20]=[CH:21][C:22]([O:25][CH2:26][CH2:27][N:28]3[CH2:29][CH2:30][CH2:31][CH2:32]3)=[CH:23][CH:24]=1)[N:14]([C:33]([C:35]1[CH:36]=[CH:37][CH:38]=[CH:39][CH:40]=1)=[O:34])[CH2:13][CH2:12]2. The catalyst is CO.[OH-].[OH-].[Pd+2]. The reactants are C([O:8][C:9]1[CH:10]=[C:11]2[C:16](=[CH:17][CH:18]=1)[CH:15]([C:19]1[CH:24]=[CH:23][C:22]([O:25][CH2:26][CH2:27][N:28]3[CH2:32][CH2:31][CH2:30][CH2:29]3)=[CH:21][CH:20]=1)[N:14]([C:33]([C:35]1[CH:40]=[CH:39][CH:38]=[CH:37][CH:36]=1)=[O:34])[CH2:13][CH2:12]2)C1C=CC=CC=1.C([O-])=O.[NH4+]. The yield is 0.780. (3) The reactants are [OH:1][CH2:2][CH2:3][CH2:4][C:5]1[CH:10]=[CH:9][C:8]([C:11]2[CH:16]=[CH:15][N:14]([CH2:17][CH2:18][C:19]([CH3:34])([S:30]([CH3:33])(=[O:32])=[O:31])[C:20]([NH:22][O:23]C3CCCCO3)=[O:21])[C:13](=[O:35])[CH:12]=2)=[CH:7][CH:6]=1.Cl. The catalyst is O1CCOCC1.CO. The product is [OH:23][NH:22][C:20](=[O:21])[C:19]([CH3:34])([S:30]([CH3:33])(=[O:32])=[O:31])[CH2:18][CH2:17][N:14]1[CH:15]=[CH:16][C:11]([C:8]2[CH:9]=[CH:10][C:5]([CH2:4][CH2:3][CH2:2][OH:1])=[CH:6][CH:7]=2)=[CH:12][C:13]1=[O:35]. The yield is 0.924. (4) The reactants are [Br:1][C:2]1[CH:3]=[C:4]2[C:8](=[CH:9][CH:10]=1)[N:7]([CH:11]1[CH2:16][CH2:15][N:14]([C:17]([O:19][C:20]([CH3:23])([CH3:22])[CH3:21])=[O:18])[CH2:13][CH2:12]1)[CH2:6][CH2:5]2.ClC1C(Cl)C(=O)C(C#N)C(C#N)C1=O.[OH-].[Na+]. The catalyst is C1COCC1. The product is [Br:1][C:2]1[CH:3]=[C:4]2[C:8](=[CH:9][CH:10]=1)[N:7]([CH:11]1[CH2:16][CH2:15][N:14]([C:17]([O:19][C:20]([CH3:23])([CH3:22])[CH3:21])=[O:18])[CH2:13][CH2:12]1)[CH:6]=[CH:5]2. The yield is 0.870. (5) The reactants are Cl[S:2]([C:5]1[CH:6]=[C:7]2[C:11](=[CH:12][CH:13]=1)[NH:10][C:9](=[O:14])[CH2:8]2)(=[O:4])=[O:3].[CH3:15][NH2:16]. The catalyst is O1CCCC1. The product is [CH3:15][NH:16][S:2]([C:5]1[CH:6]=[C:7]2[C:11](=[CH:12][CH:13]=1)[NH:10][C:9](=[O:14])[CH2:8]2)(=[O:4])=[O:3]. The yield is 0.880.